The task is: Predict the reactants needed to synthesize the given product.. This data is from Full USPTO retrosynthesis dataset with 1.9M reactions from patents (1976-2016). (1) Given the product [CH3:34][NH:35][C:36]1[S:37][C@H:3]2[CH2:4][C@H:5]([CH2:24][O:25][CH2:26][C:27]3[CH:32]=[CH:31][CH:30]=[CH:29][CH:28]=3)[C@@H:6]([O:16][CH2:17][C:18]3[CH:19]=[CH:20][CH:21]=[CH:22][CH:23]=3)[C@H:7]([O:8][CH2:9][C:10]3[CH:11]=[CH:12][CH:13]=[CH:14][CH:15]=3)[C@H:2]2[N:1]=1, predict the reactants needed to synthesize it. The reactants are: [NH2:1][C@@H:2]1[C@@H:7]([O:8][CH2:9][C:10]2[CH:15]=[CH:14][CH:13]=[CH:12][CH:11]=2)[C@H:6]([O:16][CH2:17][C:18]2[CH:23]=[CH:22][CH:21]=[CH:20][CH:19]=2)[C@@H:5]([CH2:24][O:25][CH2:26][C:27]2[CH:32]=[CH:31][CH:30]=[CH:29][CH:28]=2)[CH2:4][C@H:3]1O.[CH3:34][N:35]=[C:36]=[S:37]. (2) Given the product [Cl:1][C:2]1[C:3]([C:26]([F:29])([F:28])[F:27])=[N:4][N:5]([CH2:8][C:9]([CH:11]2[CH2:16][CH2:15][N:14]([C:17]3[CH:22]=[C:21]([O:23][CH:31]([CH3:33])[CH3:32])[C:20]([Cl:24])=[CH:19][C:18]=3[Cl:25])[CH2:13][CH2:12]2)=[O:10])[C:6]=1[CH3:7], predict the reactants needed to synthesize it. The reactants are: [Cl:1][C:2]1[C:3]([C:26]([F:29])([F:28])[F:27])=[N:4][N:5]([CH2:8][C:9]([CH:11]2[CH2:16][CH2:15][N:14]([C:17]3[CH:22]=[C:21]([OH:23])[C:20]([Cl:24])=[CH:19][C:18]=3[Cl:25])[CH2:13][CH2:12]2)=[O:10])[C:6]=1[CH3:7].I[CH:31]([CH3:33])[CH3:32].C(=O)([O-])[O-].[Cs+].[Cs+]. (3) Given the product [C:15]1([S:14][C:11]2[CH:10]=[CH:9][C:8]([CH2:2][CH2:3][CH2:4][C:5]([OH:7])=[O:6])=[CH:13][CH:12]=2)[CH:16]=[CH:17][CH:18]=[CH:19][CH:20]=1, predict the reactants needed to synthesize it. The reactants are: O=[C:2]([C:8]1[CH:13]=[CH:12][C:11]([S:14][C:15]2[CH:20]=[CH:19][CH:18]=[CH:17][CH:16]=2)=[CH:10][CH:9]=1)[CH2:3][CH2:4][C:5]([OH:7])=[O:6]. (4) The reactants are: [CH3:1][C:2]1[NH:3][C:4]2[C:9]([CH:10]=1)=[CH:8][C:7]([NH2:11])=[CH:6][CH:5]=2.C(OC([NH:19][CH2:20][CH2:21][CH2:22][CH2:23][C@H:24]([NH:28]C(OCC1C2C=CC=CC=2C2C1=CC=CC=2)=O)[C:25](O)=[O:26])=O)(C)(C)C.[N:46]([C:49]1[CH:61]=[CH:60][C:59]2[C:58]3[C:53](=[CH:54][CH:55]=[CH:56][CH:57]=3)[CH2:52][C:51]=2[CH:50]=1)=[C:47]=[O:48]. Given the product [CH3:1][C:2]1[NH:3][C:4]2[C:9]([CH:10]=1)=[CH:8][C:7]([NH:11][C:25](=[O:26])[C@@H:24]([NH:28][C:47]([NH:46][C:49]1[CH:61]=[CH:60][C:59]3[C:58]4[C:53](=[CH:54][CH:55]=[CH:56][CH:57]=4)[CH2:52][C:51]=3[CH:50]=1)=[O:48])[CH2:23][CH2:22][CH2:21][CH2:20][NH2:19])=[CH:6][CH:5]=2, predict the reactants needed to synthesize it. (5) Given the product [F:36][C:35]([F:38])([F:37])[C@H:32]1[CH2:33][CH2:34][C@H:29]([O:1][C:2]2[CH:11]=[CH:10][CH:9]=[C:8]3[C:3]=2[CH:4]=[CH:5][C:6]([CH2:12][N:13]2[CH2:14][CH2:15][CH:16]([C:19]([O:21][CH2:22][CH3:23])=[O:20])[CH2:17][CH2:18]2)=[CH:7]3)[CH2:30][CH2:31]1, predict the reactants needed to synthesize it. The reactants are: [OH:1][C:2]1[CH:11]=[CH:10][CH:9]=[C:8]2[C:3]=1[CH:4]=[CH:5][C:6]([CH2:12][N:13]1[CH2:18][CH2:17][CH:16]([C:19]([O:21][CH2:22][CH3:23])=[O:20])[CH2:15][CH2:14]1)=[CH:7]2.CS(O[C@H:29]1[CH2:34][CH2:33][C@@H:32]([C:35]([F:38])([F:37])[F:36])[CH2:31][CH2:30]1)(=O)=O.C([O-])([O-])=O.[Cs+].[Cs+]. (6) Given the product [F:21][C:22]1[CH:23]=[CH:24][C:25]([N:28]2[C:37]3[C:32](=[CH:33][C:34]([F:39])=[C:35]([N:11]4[CH2:12][CH2:13][CH:9]([NH:8][C:6]([O:5][C:1]([CH3:4])([CH3:2])[CH3:3])=[O:7])[CH2:10]4)[CH:36]=3)[C:31](=[O:40])[N:30]([O:41][CH2:42][C:43]3[CH:48]=[CH:47][CH:46]=[CH:45][CH:44]=3)[C:29]2=[O:49])=[CH:26][CH:27]=1, predict the reactants needed to synthesize it. The reactants are: [C:1]([O:5][C:6]([NH:8][CH:9]1[CH2:13][CH2:12][NH:11][CH2:10]1)=[O:7])([CH3:4])([CH3:3])[CH3:2].C(N(CC)CC)C.[F:21][C:22]1[CH:27]=[CH:26][C:25]([N:28]2[C:37]3[C:32](=[CH:33][C:34]([F:39])=[C:35](F)[CH:36]=3)[C:31](=[O:40])[N:30]([O:41][CH2:42][C:43]3[CH:48]=[CH:47][CH:46]=[CH:45][CH:44]=3)[C:29]2=[O:49])=[CH:24][CH:23]=1. (7) Given the product [C:24]([C:26]([C:29]1[CH:30]=[C:31]([CH:35]=[CH:36][CH:37]=1)[C:32]([NH:1][C:2]1[CH:23]=[CH:22][CH:21]=[C:4]([O:5][C:6]2[CH:7]=[CH:8][C:9]3[N:10]([CH:12]=[C:13]([NH:15][C:16]([CH:18]4[CH2:20][CH2:19]4)=[O:17])[N:14]=3)[N:11]=2)[CH:3]=1)=[O:33])([CH3:28])[CH3:27])#[N:25], predict the reactants needed to synthesize it. The reactants are: [NH2:1][C:2]1[CH:3]=[C:4]([CH:21]=[CH:22][CH:23]=1)[O:5][C:6]1[CH:7]=[CH:8][C:9]2[N:10]([CH:12]=[C:13]([NH:15][C:16]([CH:18]3[CH2:20][CH2:19]3)=[O:17])[N:14]=2)[N:11]=1.[C:24]([C:26]([C:29]1[CH:30]=[C:31]([CH:35]=[CH:36][CH:37]=1)[C:32](O)=[O:33])([CH3:28])[CH3:27])#[N:25].Cl.CN(C)CCCN=C=NCC.ON1C2C=CC=CC=2N=N1. (8) Given the product [Cl:1][C:2]1[CH:7]=[CH:6][C:5]([CH:20]([C:19]2[CH:22]=[CH:23][C:16]([O:15][CH3:14])=[CH:17][CH:18]=2)[OH:21])=[CH:4][CH:3]=1, predict the reactants needed to synthesize it. The reactants are: [Cl:1][C:2]1[CH:7]=[CH:6][C:5](Br)=[CH:4][CH:3]=1.C([Li])CCC.[CH3:14][O:15][C:16]1[CH:23]=[CH:22][C:19]([CH:20]=[O:21])=[CH:18][CH:17]=1.O.